This data is from Full USPTO retrosynthesis dataset with 1.9M reactions from patents (1976-2016). The task is: Predict the reactants needed to synthesize the given product. (1) Given the product [CH2:1]([O:3][C:4]1[CH:5]=[CH:6][C:7]([C:8]([NH:10][C:11]2([C:14]([OH:16])=[O:15])[CH2:12][CH2:13]2)=[O:9])=[CH:19][CH:20]=1)[CH3:2], predict the reactants needed to synthesize it. The reactants are: [CH2:1]([O:3][C:4]1[CH:20]=[CH:19][C:7]([C:8]([NH:10][C:11]2([C:14]([O:16]CC)=[O:15])[CH2:13][CH2:12]2)=[O:9])=[CH:6][CH:5]=1)[CH3:2].O1CCCC1.CO.[OH-].[Li+]. (2) Given the product [CH2:12]([O:11][C:9]([N:6]1[CH2:7][CH2:8][CH:3]([CH2:2][NH:1][C:20]2[C:25]([Cl:26])=[CH:24][CH:23]=[CH:22][N:21]=2)[CH2:4][CH2:5]1)=[O:10])[C:13]1[CH:14]=[CH:15][CH:16]=[CH:17][CH:18]=1, predict the reactants needed to synthesize it. The reactants are: [NH2:1][CH2:2][CH:3]1[CH2:8][CH2:7][N:6]([C:9]([O:11][CH2:12][C:13]2[CH:18]=[CH:17][CH:16]=[CH:15][CH:14]=2)=[O:10])[CH2:5][CH2:4]1.Cl[C:20]1[C:25]([Cl:26])=[CH:24][CH:23]=[CH:22][N:21]=1. (3) Given the product [Br:1][C:2]1[CH:7]=[C:6]([N+:8]([O-:10])=[O:9])[CH:5]=[C:4]([CH3:11])[C:3]=1[C@H:14]([OH:17])[CH2:32][OH:35], predict the reactants needed to synthesize it. The reactants are: [Br:1][C:2]1[CH:7]=[C:6]([N+:8]([O-:10])=[O:9])[CH:5]=[C:4]([CH3:11])[C:3]=1C=C.[C:14]([O-:17])([O-])=O.[K+].[K+].CS(N)(=O)=O.[O-]S([O-])=O.[Na+].[Na+].C[C:32]([OH:35])(C)C. (4) Given the product [CH3:23][C:20]1([CH3:22])[C:19]([CH3:24])([CH3:25])[O:18][B:17]([C:14]2[CH:13]=[CH:12][C:11]([CH:33]3[CH2:38][CH2:37][N:36]([C:39]([O:41][C:42]([CH3:45])([CH3:44])[CH3:43])=[O:40])[CH2:35][CH2:34]3)=[CH:16][CH:15]=2)[O:21]1, predict the reactants needed to synthesize it. The reactants are: C(OC1CCN([C:11]2[CH:16]=[CH:15][C:14]([B:17]3[O:21][C:20]([CH3:23])([CH3:22])[C:19]([CH3:25])([CH3:24])[O:18]3)=[CH:13][CH:12]=2)CC1)(=O)C.BrC1C=CC([CH:33]2[CH2:38][CH2:37][N:36]([C:39]([O:41][C:42]([CH3:45])([CH3:44])[CH3:43])=[O:40])[CH2:35][CH2:34]2)=CC=1. (5) Given the product [CH2:1]([C:5]1[C:6]([C:13]2[O:17][N:16]=[C:15]([C:18]3[CH:19]=[CH:20][C:21]([CH2:22][N:23]4[CH2:26][CH:25]([C:27]([OH:29])=[O:28])[CH2:24]4)=[CH:34][CH:35]=3)[N:14]=2)=[N:7][O:8][C:9]=1[CH2:10][CH2:11][CH3:12])[CH:2]([CH3:4])[CH3:3].[C:36]([OH:42])([C:38]([F:41])([F:40])[F:39])=[O:37], predict the reactants needed to synthesize it. The reactants are: [CH2:1]([C:5]1[C:6]([C:13]2[O:17][N:16]=[C:15]([C:18]3[CH:35]=[CH:34][C:21]([CH2:22][N:23]4[CH2:26][CH:25]([C:27]([O:29]C(C)(C)C)=[O:28])[CH2:24]4)=[CH:20][CH:19]=3)[N:14]=2)=[N:7][O:8][C:9]=1[CH2:10][CH2:11][CH3:12])[CH:2]([CH3:4])[CH3:3].[C:36]([OH:42])([C:38]([F:41])([F:40])[F:39])=[O:37]. (6) Given the product [Br:1][C:2]12[CH2:9][CH2:8][C:5](/[CH:10]=[CH:11]/[C:12]3[NH:46][C:45]4[CH:44]=[CH:43][C:42]([C:47]5[CH:52]=[CH:51][CH:50]=[CH:49][C:48]=5[C:53]([F:54])([F:55])[F:56])=[CH:41][C:40]=4[N:37]=3)([CH2:6][CH2:7]1)[CH2:4][CH2:3]2, predict the reactants needed to synthesize it. The reactants are: [Br:1][C:2]12[CH2:9][CH2:8][C:5]([CH:10]=[CH:11][C:12](Cl)=O)([CH2:6][CH2:7]1)[CH2:4][CH2:3]2.COC(C12CCC(Br)(CC1)CC2)=O.CC1(C=O)CCOCC1.[N+:37]([C:40]1[CH:41]=[C:42]([C:47]2[CH:52]=[CH:51][CH:50]=[CH:49][C:48]=2[C:53]([F:56])([F:55])[F:54])[CH:43]=[CH:44][C:45]=1[NH2:46])([O-])=O. (7) Given the product [Br:17][C:9]1[S:8][C:7]([C:6]2[N:2]([CH3:1])[N:3]=[CH:4][N:5]=2)=[N:11][CH:10]=1, predict the reactants needed to synthesize it. The reactants are: [CH3:1][N:2]1[C:6]([C:7]2[S:8][CH:9]=[CH:10][N:11]=2)=[N:5][CH:4]=[N:3]1.CN(C)C=O.[Br:17]N1C(=O)CCC1=O.